This data is from Catalyst prediction with 721,799 reactions and 888 catalyst types from USPTO. The task is: Predict which catalyst facilitates the given reaction. (1) Reactant: [F:1][C:2]1[CH:30]=[CH:29][CH:28]=[C:27]([F:31])[C:3]=1[CH2:4][O:5][C:6]1[CH:7]=[CH:8][C:9]([CH3:26])=[C:10]([N:12]2[CH2:21][C:20]3[C:15](=[CH:16][C:17]([C:22](O)=[O:23])=[CH:18][CH:19]=3)[NH:14][C:13]2=[O:25])[CH:11]=1.C1N=CN(C(N2C=NC=C2)=O)C=1.[CH3:44][S:45]([NH2:48])(=[O:47])=[O:46].C1CCN2C(=NCCC2)CC1.Cl. Product: [F:1][C:2]1[CH:30]=[CH:29][CH:28]=[C:27]([F:31])[C:3]=1[CH2:4][O:5][C:6]1[CH:7]=[CH:8][C:9]([CH3:26])=[C:10]([N:12]2[CH2:21][C:20]3[C:15](=[CH:16][C:17]([C:22]([NH:48][S:45]([CH3:44])(=[O:47])=[O:46])=[O:23])=[CH:18][CH:19]=3)[NH:14][C:13]2=[O:25])[CH:11]=1. The catalyst class is: 3. (2) Reactant: C([O:5][C:6](=[O:46])[C:7]([O:10]/[N:11]=[C:12](/[C:33]1[N:34]=[C:35]([NH:38]C(OC(C)(C)C)=O)[S:36][CH:37]=1)\[C:13]([NH:15][C@H:16]1[C@@H:19]([CH2:20][N:21]2[CH2:26][CH2:25][CH2:24][CH2:23][C:22]2=[O:27])[N:18]([S:28]([OH:31])(=[O:30])=[O:29])[C:17]1=[O:32])=[O:14])([CH3:9])[CH3:8])(C)(C)C.C(O)(C(F)(F)F)=O. Product: [NH2:38][C:35]1[S:36][CH:37]=[C:33](/[C:12](=[N:11]/[O:10][C:7]([CH3:9])([CH3:8])[C:6]([OH:46])=[O:5])/[C:13](=[O:14])[NH:15][C@H:16]2[C@@H:19]([CH2:20][N:21]3[CH2:26][CH2:25][CH2:24][CH2:23][C:22]3=[O:27])[N:18]([S:28]([OH:31])(=[O:29])=[O:30])[C:17]2=[O:32])[N:34]=1. The catalyst class is: 2.